Dataset: Reaction yield outcomes from USPTO patents with 853,638 reactions. Task: Predict the reaction yield, written as a fraction of the theoretical maximum amount of product (1.0 means a 100% yield; for example, 0.34 means a 34% yield). (1) The reactants are C(N(CC)CC)C.[CH3:8][N:9]1[C:17]2[C:12](=[CH:13][CH:14]=[CH:15][CH:16]=2)[C:11]([CH:18]=[O:19])=[N:10]1.[CH3:20][O:21][C:22]1[CH:23]=[C:24]([CH:33]=[C:34]([O:36][CH3:37])[CH:35]=1)[N:25]=[CH:26][C:27]1[CH:28]=[N:29][CH:30]=[CH:31][CH:32]=1. The catalyst is [Cl-].C([N+]1C(C)=C(CCO)SC=1)C1C=CC=CC=1.C(O)C. The product is [CH3:20][O:21][C:22]1[CH:23]=[C:24]([NH:25][CH:26]([C:27]2[CH:28]=[N:29][CH:30]=[CH:31][CH:32]=2)[C:18]([C:11]2[C:12]3[C:17](=[CH:16][CH:15]=[CH:14][CH:13]=3)[N:9]([CH3:8])[N:10]=2)=[O:19])[CH:33]=[C:34]([O:36][CH3:37])[CH:35]=1. The yield is 0.180. (2) The reactants are [NH:1]1[C:5]2=[N:6][CH:7]=[CH:8][CH:9]=[C:4]2[CH2:3][C:2]1=[O:10].[N:11]1[CH:16]=[CH:15][C:14]([CH:17]=[CH:18][C:19]2[C:27]3[C:22](=[CH:23][C:24]([CH:28]=O)=[CH:25][CH:26]=3)[NH:21][N:20]=2)=[CH:13][CH:12]=1. No catalyst specified. The product is [N:11]1[CH:16]=[CH:15][C:14](/[CH:17]=[CH:18]/[C:19]2[C:27]3[C:22](=[CH:23][C:24](/[CH:28]=[C:3]4/[C:2](=[O:10])[NH:1][C:5]5[C:4]/4=[CH:9][CH:8]=[CH:7][N:6]=5)=[CH:25][CH:26]=3)[NH:21][N:20]=2)=[CH:13][CH:12]=1. The yield is 0.640. (3) The reactants are [Br:1][C:2]1[CH:7]=[CH:6][C:5]([NH:8]N)=[CH:4][CH:3]=1.[CH:10](=O)[CH:11]([CH3:13])[CH3:12].[BH-](OC(C)=O)(OC(C)=O)OC(C)=O.[Na+]. The catalyst is CC(O)=O. The product is [Br:1][C:2]1[CH:7]=[C:6]2[C:5](=[CH:4][CH:3]=1)[NH:8][CH2:10][C:11]2([CH3:13])[CH3:12]. The yield is 0.100. (4) The reactants are [SiH](CC)(CC)CC.B(F)(F)F.CCOCC.[Br:17][C:18]1[CH:19]=[CH:20][C:21]([Cl:37])=[C:22]([C:24]([C:26]2[CH:31]=[C:30]([F:32])[C:29]([O:33][CH2:34][CH3:35])=[CH:28][C:27]=2[F:36])=O)[CH:23]=1.C(=O)([O-])[O-].[Na+].[Na+]. The catalyst is C(Cl)(Cl)Cl.C(#N)C. The product is [Br:17][C:18]1[CH:19]=[CH:20][C:21]([Cl:37])=[C:22]([CH2:24][C:26]2[CH:31]=[C:30]([F:32])[C:29]([O:33][CH2:34][CH3:35])=[CH:28][C:27]=2[F:36])[CH:23]=1. The yield is 0.710. (5) The reactants are [NH:1]1[CH:5]=[C:4]([CH2:6][N:7]2[CH:11]=[C:10]([C:12]([OH:14])=O)[N:9]=[N:8]2)[N:3]=[N:2]1.[B-](F)(F)(F)F.CN(C(ON1N=NC2C1=CC=CC=2)=[N+](C)C)C.C(N(C(C)C)CC)(C)C.[CH2:46]1[C:54]2[C:49](=[CH:50][CH:51]=[CH:52][CH:53]=2)[CH2:48][CH:47]1[NH:55][C:56]1[N:57]=[CH:58][C:59]2[CH2:65][NH:64][CH2:63][CH2:62][C:60]=2[N:61]=1. The catalyst is CS(C)=O. The product is [CH2:46]1[C:54]2[C:49](=[CH:50][CH:51]=[CH:52][CH:53]=2)[CH2:48][CH:47]1[NH:55][C:56]1[N:57]=[CH:58][C:59]2[CH2:65][N:64]([C:12]([C:10]3[N:9]=[N:8][N:7]([CH2:6][C:4]4[N:3]=[N:2][NH:1][CH:5]=4)[CH:11]=3)=[O:14])[CH2:63][CH2:62][C:60]=2[N:61]=1. The yield is 0.0840. (6) The catalyst is ClCCl. The reactants are [CH:1]1(N=C=N[CH:1]2[CH2:6][CH2:5][CH2:4][CH2:3][CH2:2]2)[CH2:6][CH2:5][CH2:4][CH2:3][CH2:2]1.[CH3:16][C:17]1([CH2:21][O:22][CH2:23][CH2:24][CH2:25][O:26][C:27]2[CH:35]=[CH:34][C:30]([C:31]([OH:33])=[O:32])=[CH:29][CH:28]=2)[CH2:20][O:19][CH2:18]1.CC1C=C(O)C=CC=1O. The yield is 0.680. The product is [CH3:16][C:17]1([CH2:21][O:22][CH2:23][CH2:24][CH2:25][O:26][C:27]2[CH:28]=[CH:29][C:30]([C:31]([O:33][C:1]3[CH:6]=[CH:5][CH:4]=[CH:3][CH:2]=3)=[O:32])=[CH:34][CH:35]=2)[CH2:20][O:19][CH2:18]1.